From a dataset of Peptide-MHC class I binding affinity with 185,985 pairs from IEDB/IMGT. Regression. Given a peptide amino acid sequence and an MHC pseudo amino acid sequence, predict their binding affinity value. This is MHC class I binding data. (1) The peptide sequence is SPTPGPSNA. The MHC is HLA-B40:01 with pseudo-sequence HLA-B40:01. The binding affinity (normalized) is 0.213. (2) The peptide sequence is LSGLDSLDSY. The MHC is HLA-A30:02 with pseudo-sequence HLA-A30:02. The binding affinity (normalized) is 0.392. (3) The peptide sequence is LTKEEFTRY. The MHC is HLA-A80:01 with pseudo-sequence HLA-A80:01. The binding affinity (normalized) is 0.418.